This data is from Forward reaction prediction with 1.9M reactions from USPTO patents (1976-2016). The task is: Predict the product of the given reaction. (1) Given the reactants C[O:2][C:3](=[O:35])[CH2:4][C:5]1[CH:10]=[C:9]([S:11]([N:14]2[CH:19]([CH3:20])[CH2:18][N:17]([CH2:21][C:22]3[CH:27]=[CH:26][C:25]([O:28][C:29]([F:32])([F:31])[F:30])=[CH:24][CH:23]=3)[CH2:16][CH:15]2[CH3:33])(=[O:13])=[O:12])[CH:8]=[CH:7][C:6]=1[CH3:34].[Li+].[OH-], predict the reaction product. The product is: [CH3:20][CH:19]1[CH2:18][N:17]([CH2:21][C:22]2[CH:27]=[CH:26][C:25]([O:28][C:29]([F:31])([F:30])[F:32])=[CH:24][CH:23]=2)[CH2:16][CH:15]([CH3:33])[N:14]1[S:11]([C:9]1[CH:8]=[CH:7][C:6]([CH3:34])=[C:5]([CH2:4][C:3]([OH:35])=[O:2])[CH:10]=1)(=[O:13])=[O:12]. (2) Given the reactants [Br:1][C:2]1[N:3]=[C:4]([S:11][CH3:12])[C:5]2[N:6]([CH:8]=[CH:9][N:10]=2)[CH:7]=1.C1C(=O)N([I:20])C(=O)C1, predict the reaction product. The product is: [Br:1][C:2]1[N:3]=[C:4]([S:11][CH3:12])[C:5]2[N:6]([C:8]([I:20])=[CH:9][N:10]=2)[CH:7]=1. (3) The product is: [F:10][C:11]1[CH:12]=[C:13]([CH:16]=[CH:17][C:18]=1[O:19][CH2:2][CH2:3][CH2:4][N:5]1[CH2:9][CH2:8][CH2:7][CH2:6]1)[CH:14]=[O:15]. Given the reactants Cl[CH2:2][CH2:3][CH2:4][N:5]1[CH2:9][CH2:8][CH2:7][CH2:6]1.[F:10][C:11]1[CH:12]=[C:13]([CH:16]=[CH:17][C:18]=1[OH:19])[CH:14]=[O:15], predict the reaction product. (4) Given the reactants S(Cl)([Cl:3])=O.[NH2:5][C:6]1[CH:7]=[C:8]([CH2:13]O)[CH:9]=[C:10]([CH3:12])[CH:11]=1, predict the reaction product. The product is: [Cl:3][CH2:13][C:8]1[CH:7]=[C:6]([CH:11]=[C:10]([CH3:12])[CH:9]=1)[NH2:5]. (5) Given the reactants O.OC1C2N=NNC=2C=CC=1.[C:12]([O:16][C:17]([NH:19][C@H:20]([C:25]([OH:27])=O)[CH2:21][CH:22]([CH3:24])[CH3:23])=[O:18])([CH3:15])([CH3:14])[CH3:13].[NH2:28][C:29]1[CH:30]=[C:31]([CH:36]=[CH:37][C:38]=1[NH2:39])[C:32]([O:34][CH3:35])=[O:33].C(N(CC)CC)C, predict the reaction product. The product is: [CH3:35][O:34][C:32](=[O:33])[C:31]1[CH:36]=[CH:37][C:38]([NH2:39])=[C:29]([NH:28][C:25](=[O:27])[CH:20]([NH:19][C:17]([O:16][C:12]([CH3:13])([CH3:14])[CH3:15])=[O:18])[CH2:21][CH:22]([CH3:23])[CH3:24])[CH:30]=1. (6) Given the reactants [NH2:1][CH2:2][C:3]1[CH:9]=[CH:8][C:6]([NH2:7])=[CH:5][C:4]=1[C:10]([F:13])([F:12])[F:11].[CH3:14][C:15]([O:18][C:19](O[C:19]([O:18][C:15]([CH3:17])([CH3:16])[CH3:14])=[O:20])=[O:20])([CH3:17])[CH3:16], predict the reaction product. The product is: [NH2:7][C:6]1[CH:8]=[CH:9][C:3]([CH2:2][NH:1][C:19](=[O:20])[O:18][C:15]([CH3:17])([CH3:16])[CH3:14])=[C:4]([C:10]([F:11])([F:12])[F:13])[CH:5]=1. (7) Given the reactants CCN(C(C)C)C(C)C.[CH3:10][O:11][C:12]1[CH:13]=[CH:14][CH:15]=[C:16]2[C:21]=1[O:20][C:19](=[O:22])[C:18]([C:23]([OH:25])=O)=[CH:17]2.CN(C(ON1N=NC2C=CC=NC1=2)=[N+](C)C)C.F[P-](F)(F)(F)(F)F.[O:50]=[C:51]1[C:60]2[C:55](=[CH:56][CH:57]=[C:58]([C:61]3[CH:62]=[C:63]([NH2:67])[CH:64]=[CH:65][CH:66]=3)[CH:59]=2)[O:54][CH:53]=[CH:52]1, predict the reaction product. The product is: [O:50]=[C:51]1[C:60]2[C:55](=[CH:56][CH:57]=[C:58]([C:61]3[CH:62]=[C:63]([NH:67][C:23]([C:18]4[C:19](=[O:22])[O:20][C:21]5[C:16]([CH:17]=4)=[CH:15][CH:14]=[CH:13][C:12]=5[O:11][CH3:10])=[O:25])[CH:64]=[CH:65][CH:66]=3)[CH:59]=2)[O:54][CH:53]=[CH:52]1. (8) Given the reactants [F:1][C:2]1[CH:3]=[C:4]2[C:9](=[CH:10][CH:11]=1)[N:8]=[C:7]([CH:12]([NH:14]C(=O)OC(C)(C)C)[CH3:13])[C:6]([C:22]1[CH:27]=[CH:26][CH:25]=[CH:24][CH:23]=1)=[C:5]2[CH2:28][OH:29].[C:30]([OH:36])([C:32]([F:35])([F:34])[F:33])=[O:31].C1C=CC=CC=1, predict the reaction product. The product is: [NH2:14][CH:12]([C:7]1[C:6]([C:22]2[CH:27]=[CH:26][CH:25]=[CH:24][CH:23]=2)=[C:5]([CH2:28][OH:29])[C:4]2[C:9](=[CH:10][CH:11]=[C:2]([F:1])[CH:3]=2)[N:8]=1)[CH3:13].[C:30]([OH:36])([C:32]([F:35])([F:34])[F:33])=[O:31]. (9) The product is: [C:22]([CH2:21][C:20]([NH:4][C@H:3]([CH2:2][F:1])[C@H:7]([OH:6])[C:8]1[CH:9]=[CH:10][C:11]([C:26]2[CH:31]=[N:30][C:29]([CH2:32][NH:33][S:34]([CH3:37])(=[O:35])=[O:36])=[CH:28][CH:27]=2)=[CH:12][CH:13]=1)=[O:24])#[N:23]. Given the reactants [F:1][CH2:2][C@@H:3]1[C@@H:7]([C:8]2[CH:13]=[CH:12][C:11]([Sn](C)(C)C)=[CH:10][CH:9]=2)[O:6]C(C)(C)[N:4]1[C:20](=[O:24])[CH2:21][C:22]#[N:23].Br[C:26]1[CH:27]=[CH:28][C:29]([CH2:32][NH:33][S:34]([CH3:37])(=[O:36])=[O:35])=[N:30][CH:31]=1.O1C=CC=C1P(C1OC=CC=1)C1OC=CC=1.FC(F)(F)C(O)=O, predict the reaction product. (10) Given the reactants [Cl:1][C:2]1[CH:3]=[C:4]([C:9]2[CH:14]=[C:13]([C:15]([F:18])([F:17])[F:16])[N:12]3[N:19]=[CH:20][C:21]([C:22](O)=[O:23])=[C:11]3[N:10]=2)[CH:5]=[CH:6][C:7]=1[Cl:8].[N:25]1([S:31]([C:34]2[CH:35]=[C:36]([NH2:40])[CH:37]=[CH:38][CH:39]=2)(=[O:33])=[O:32])[CH2:30][CH2:29][O:28][CH2:27][CH2:26]1, predict the reaction product. The product is: [N:25]1([S:31]([C:34]2[CH:35]=[C:36]([NH:40][C:22]([C:21]3[CH:20]=[N:19][N:12]4[C:13]([C:15]([F:16])([F:17])[F:18])=[CH:14][C:9]([C:4]5[CH:5]=[CH:6][C:7]([Cl:8])=[C:2]([Cl:1])[CH:3]=5)=[N:10][C:11]=34)=[O:23])[CH:37]=[CH:38][CH:39]=2)(=[O:33])=[O:32])[CH2:26][CH2:27][O:28][CH2:29][CH2:30]1.